Dataset: Full USPTO retrosynthesis dataset with 1.9M reactions from patents (1976-2016). Task: Predict the reactants needed to synthesize the given product. (1) Given the product [N:1]1([C:6]2[C:15]3[N:14]=[CH:13][CH:12]=[CH:11][C:10]=3[C:9]([C:16]([OH:18])=[O:17])=[CH:8][CH:7]=2)[CH:5]=[N:4][N:3]=[N:2]1, predict the reactants needed to synthesize it. The reactants are: [N:1]1([C:6]2[C:15]3[N:14]=[CH:13][CH:12]=[CH:11][C:10]=3[C:9]([C:16]([O:18]C)=[O:17])=[CH:8][CH:7]=2)[CH:5]=[N:4][N:3]=[N:2]1.[OH-].[Na+]. (2) Given the product [CH2:17]([O:16][C:14]([C:11]1[CH2:12][CH2:13][N:8]([CH2:1][C:2]2[CH:7]=[CH:6][CH:5]=[CH:4][CH:3]=2)[CH2:9][C:10]=1[NH2:24])=[O:15])[CH3:18], predict the reactants needed to synthesize it. The reactants are: [CH2:1]([N:8]1[CH2:13][CH2:12][CH:11]([C:14]([O:16][CH2:17][CH3:18])=[O:15])[C:10](=O)[CH2:9]1)[C:2]1[CH:7]=[CH:6][CH:5]=[CH:4][CH:3]=1.C([O-])(=O)C.[NH4+:24]. (3) Given the product [F:7][C:6]([F:9])([F:8])[C:5]([N:4]1[CH2:1][C:2](=[CH2:3])[C:14]2[CH:15]=[C:16]([Cl:19])[CH:17]=[CH:18][C:13]=2[CH2:12][CH2:11]1)=[O:10], predict the reactants needed to synthesize it. The reactants are: [CH2:1]([N:4]([CH2:11][CH2:12][C:13]1[CH:18]=[CH:17][C:16]([Cl:19])=[CH:15][C:14]=1I)[C:5](=[O:10])[C:6]([F:9])([F:8])[F:7])[CH:2]=[CH2:3].CC([O-])=O.[K+].C1C=CC(P(C2C=CC=CC=2)C2C=CC=CC=2)=CC=1. (4) Given the product [F:4][C:5]1[CH:22]=[CH:21][CH:20]=[CH:19][C:6]=1[CH2:7][C:8]1[N:9]=[C:10]([C:17](=[NH:28])[NH2:18])[N:11]2[CH:16]=[CH:15][CH:14]=[N:13][C:12]=12, predict the reactants needed to synthesize it. The reactants are: C[O-].[Na+].[F:4][C:5]1[CH:22]=[CH:21][CH:20]=[CH:19][C:6]=1[CH2:7][C:8]1[N:9]=[C:10]([C:17]#[N:18])[N:11]2[CH:16]=[CH:15][CH:14]=[N:13][C:12]=12.C(O)(=O)C.[Cl-].[NH4+:28].